This data is from Full USPTO retrosynthesis dataset with 1.9M reactions from patents (1976-2016). The task is: Predict the reactants needed to synthesize the given product. (1) Given the product [CH2:1]([NH:3][C:4]1[O:16][C:8](=[O:10])[C:7]2[C:11]([CH3:15])=[CH:12][CH:13]=[CH:14][C:6]=2[N:5]=1)[CH3:2], predict the reactants needed to synthesize it. The reactants are: [CH2:1]([NH:3][C:4](=[O:16])[NH:5][C:6]1[CH:14]=[CH:13][CH:12]=[C:11]([CH3:15])[C:7]=1[C:8]([OH:10])=O)[CH3:2].C(N(CC)CC)C.C(Cl)CCl. (2) The reactants are: [OH:1][C@@H:2]1[CH2:6][C@H:5]([OH:7])[C@H:4]([CH2:8]/[CH:9]=[CH:10]\[CH2:11][CH2:12][CH2:13][C:14](O)=[O:15])[C@H:3]1[CH:17]=[CH:18][C@H:19]([OH:28])[CH2:20][CH2:21][C:22]1[CH:27]=[CH:26][CH:25]=[CH:24][CH:23]=1.C(N(CC)CC)C.C(Cl)(=O)C(C)(C)C.[CH2:43]([NH2:45])[CH3:44]. Given the product [CH3:44][CH2:43][NH:45][C:14]([CH2:13][CH2:12][CH2:11]/[CH:10]=[CH:9]\[CH2:8][C@@H:4]1[C@@H:3](/[CH:17]=[CH:18]/[C@@H:19]([OH:28])[CH2:20][CH2:21][C:22]2[CH:27]=[CH:26][CH:25]=[CH:24][CH:23]=2)[C@H:2]([OH:1])[CH2:6][C@@H:5]1[OH:7])=[O:15], predict the reactants needed to synthesize it. (3) Given the product [CH2:13]([O:15][C:16](=[O:27])[CH2:17][C:18]1[CH:23]=[CH:22][C:21]([O:24][CH3:25])=[C:20]([O:26][C:2]2[CH:9]=[CH:8][C:7]([N+:10]([O-:12])=[O:11])=[CH:6][C:3]=2[CH:4]=[O:5])[CH:19]=1)[CH3:14], predict the reactants needed to synthesize it. The reactants are: F[C:2]1[CH:9]=[CH:8][C:7]([N+:10]([O-:12])=[O:11])=[CH:6][C:3]=1[CH:4]=[O:5].[CH2:13]([O:15][C:16](=[O:27])[CH2:17][C:18]1[CH:23]=[CH:22][C:21]([O:24][CH3:25])=[C:20]([OH:26])[CH:19]=1)[CH3:14].C(=O)([O-])[O-].[K+].[K+]. (4) Given the product [Cl:1][CH2:2][CH2:3][NH:4][C:5]([C:7]1[CH:8]=[N:9][N:10]2[CH:15]=[CH:14][C:13]([N:16]3[CH2:20][CH2:19][CH2:18][C@@H:17]3[C:21]3[C:22](=[O:28])[NH:23][CH:24]=[C:25]([F:27])[CH:26]=3)=[N:12][C:11]=12)=[O:6], predict the reactants needed to synthesize it. The reactants are: [Cl:1][CH2:2][CH2:3][NH:4][C:5]([C:7]1[CH:8]=[N:9][N:10]2[CH:15]=[CH:14][C:13]([N:16]3[CH2:20][CH2:19][CH2:18][C@@H:17]3[C:21]3[C:22]([O:28]C)=[N:23][CH:24]=[C:25]([F:27])[CH:26]=3)=[N:12][C:11]=12)=[O:6].O1CCOCC1.Cl. (5) Given the product [F:41][C:26]([C:45]1[CH:50]=[CH:49][CH:48]=[CH:47][CH:46]=1)([F:40])[C:27]([F:38])([F:39])[C:28]([F:36])([F:37])[C:29]([F:34])([F:35])[C:30]([F:33])([F:32])[F:31], predict the reactants needed to synthesize it. The reactants are: N1C2C(=CC=C3C=2N=CC=C3)C=CC=1.FC(F)(F)[Si]([C:26]([F:41])([F:40])[C:27]([F:39])([F:38])[C:28]([F:37])([F:36])[C:29]([F:35])([F:34])[C:30]([F:33])([F:32])[F:31])(C(F)(F)F)C(F)(F)F.I[C:45]1[CH:50]=[CH:49][CH:48]=[CH:47][CH:46]=1. (6) The reactants are: [OH:1][C:2]1[CH:11]=[C:10]2[C:5]([C:6]([O:12][C:13]3[CH:14]=[C:15]4[C:19](=[CH:20][CH:21]=3)[NH:18][C:17]([CH3:22])=[CH:16]4)=[N:7][CH:8]=[N:9]2)=[CH:4][C:3]=1[O:23][CH3:24].O[CH2:26][CH2:27][N:28]1[CH2:33][CH2:32][CH2:31][CH2:30][CH2:29]1. Given the product [CH3:24][O:23][C:3]1[CH:4]=[C:5]2[C:10](=[CH:11][C:2]=1[O:1][CH2:26][CH2:27][N:28]1[CH2:33][CH2:32][CH2:31][CH2:30][CH2:29]1)[N:9]=[CH:8][N:7]=[C:6]2[O:12][C:13]1[CH:14]=[C:15]2[C:19](=[CH:20][CH:21]=1)[NH:18][C:17]([CH3:22])=[CH:16]2, predict the reactants needed to synthesize it.